Dataset: Reaction yield outcomes from USPTO patents with 853,638 reactions. Task: Predict the reaction yield, written as a fraction of the theoretical maximum amount of product (1.0 means a 100% yield; for example, 0.34 means a 34% yield). (1) The reactants are [Cl:1][S:2]([OH:5])(=O)=[O:3].[CH3:6][O:7][C:8](=[O:16])[C:9]1[CH:14]=[CH:13][CH:12]=[CH:11][C:10]=1[CH3:15]. No catalyst specified. The product is [CH3:6][O:7][C:8](=[O:16])[C:9]1[CH:14]=[C:13]([S:2]([Cl:1])(=[O:5])=[O:3])[CH:12]=[CH:11][C:10]=1[CH3:15]. The yield is 0.370. (2) The reactants are [NH2:1][C:2]1[C:3]([C:13]([NH2:15])=[O:14])=[CH:4][C:5]([CH3:12])=[C:6]([CH:11]=1)[C:7]([O:9]C)=[O:8].[OH-].[Na+].Cl. The catalyst is CO. The product is [NH2:1][C:2]1[C:3]([C:13](=[O:14])[NH2:15])=[CH:4][C:5]([CH3:12])=[C:6]([CH:11]=1)[C:7]([OH:9])=[O:8]. The yield is 0.610. (3) The reactants are [NH:1]1[CH2:4][CH:3]([C:5]([OH:7])=[O:6])[CH2:2]1.[OH-].[Na+].Cl[C:11]([O:13][CH2:14][C:15]1[CH:20]=[CH:19][CH:18]=[CH:17][CH:16]=1)=[O:12]. The catalyst is O1CCOCC1.Cl. The product is [CH2:14]([O:13][C:11]([N:1]1[CH2:4][CH:3]([C:5]([OH:7])=[O:6])[CH2:2]1)=[O:12])[C:15]1[CH:20]=[CH:19][CH:18]=[CH:17][CH:16]=1. The yield is 0.730. (4) The reactants are [NH2:1][C:2]1[CH:7]=[CH:6][C:5]([Br:8])=[CH:4][C:3]=1[SH:9].C(OC([N:17]1[CH2:22][CH2:21][CH:20]([CH2:23][C:24](O)=O)[CH2:19][CH2:18]1)=O)(C)(C)C.OP(O)(O)=O.S1(CCCC1)(=O)=O. The catalyst is CO. The product is [Br:8][C:5]1[CH:6]=[CH:7][C:2]2[N:1]=[C:24]([CH2:23][CH:20]3[CH2:21][CH2:22][NH:17][CH2:18][CH2:19]3)[S:9][C:3]=2[CH:4]=1. The yield is 0.760. (5) The reactants are Br[CH:2]([C:6]1[CH:11]=[CH:10][CH:9]=[CH:8][CH:7]=1)[C:3]([OH:5])=[O:4].[NH2:12][C:13]1[CH:18]=[CH:17][CH:16]=[CH:15][CH:14]=1. The catalyst is ClCCl. The product is [C:6]1([CH:2]([NH:12][C:13]2[CH:18]=[CH:17][CH:16]=[CH:15][CH:14]=2)[C:3]([OH:5])=[O:4])[CH:11]=[CH:10][CH:9]=[CH:8][CH:7]=1. The yield is 0.970. (6) The catalyst is CO. The yield is 0.850. The reactants are C[O:2][C:3](=[O:17])[CH2:4][CH:5]1[C:13]2[C:8](=[CH:9][CH:10]=[CH:11][CH:12]=2)[CH2:7][N:6]1[CH:14]([CH3:16])[CH3:15].[OH-].[Na+]. The product is [CH:14]([N:6]1[CH2:7][C:8]2[C:13](=[CH:12][CH:11]=[CH:10][CH:9]=2)[CH:5]1[CH2:4][C:3]([OH:17])=[O:2])([CH3:16])[CH3:15]. (7) The reactants are [F:1][C:2]1[CH:9]=[CH:8][C:7]([C:10]2[CH:15]=[CH:14][CH:13]=[C:12]([F:16])[CH:11]=2)=[CH:6][C:3]=1[CH:4]=O.[NH2:17][C:18]1[C:25]([F:26])=[CH:24][CH:23]=[C:22]([O:27][CH3:28])[C:19]=1[C:20]#[N:21].[BH4-].[Na+]. The catalyst is C1(C)C=CC=CC=1.CO. The product is [F:26][C:25]1[C:18]([NH:17][CH2:4][C:3]2[CH:6]=[C:7]([C:10]3[CH:15]=[CH:14][CH:13]=[C:12]([F:16])[CH:11]=3)[CH:8]=[CH:9][C:2]=2[F:1])=[C:19]([C:22]([O:27][CH3:28])=[CH:23][CH:24]=1)[C:20]#[N:21]. The yield is 0.720.